This data is from Catalyst prediction with 721,799 reactions and 888 catalyst types from USPTO. The task is: Predict which catalyst facilitates the given reaction. (1) Product: [Cl:1][C:2]1[N:7]=[CH:6][N:5]=[C:4]([O:8][C:9]2[C:15]([CH3:16])=[CH:14][C:12]([NH:13][C:27]([NH:26][C:22]3[CH:23]=[CH:24][CH:25]=[C:20]([C:19]([F:18])([F:29])[F:30])[CH:21]=3)=[O:28])=[CH:11][C:10]=2[CH3:17])[CH:3]=1. Reactant: [Cl:1][C:2]1[N:7]=[CH:6][N:5]=[C:4]([O:8][C:9]2[C:15]([CH3:16])=[CH:14][C:12]([NH2:13])=[CH:11][C:10]=2[CH3:17])[CH:3]=1.[F:18][C:19]([F:30])([F:29])[C:20]1[CH:21]=[C:22]([N:26]=[C:27]=[O:28])[CH:23]=[CH:24][CH:25]=1.CO. The catalyst class is: 7. (2) Reactant: [CH3:1][O:2][C:3]([C:5]1[CH:6]=[C:7]([CH:11]=[CH:12][CH:13]=1)[C:8]([OH:10])=O)=[O:4].CN(C(ON1N=NC2C=CC=CC1=2)=[N+](C)C)C.F[P-](F)(F)(F)(F)F.[NH2:38][CH2:39][C:40]1[CH:41]=[CH:42][C:43]([F:54])=[C:44]([C:46]2[CH:51]=[CH:50][CH:49]=[C:48]([CH2:52][OH:53])[CH:47]=2)[CH:45]=1.C(N(CC)CC)C. Product: [F:54][C:43]1[C:44]([C:46]2[CH:51]=[CH:50][CH:49]=[C:48]([CH2:52][OH:53])[CH:47]=2)=[CH:45][C:40]([CH2:39][NH:38][C:8]([C:7]2[CH:6]=[C:5]([CH:13]=[CH:12][CH:11]=2)[C:3]([O:2][CH3:1])=[O:4])=[O:10])=[CH:41][CH:42]=1. The catalyst class is: 2. (3) Reactant: C(N(CC)CC)C.[NH2:8][C:9]1[C:10]([O:30][C:31]2[CH:36]=[CH:35][CH:34]=[CH:33][CH:32]=2)=[N:11][C:12]([CH3:29])=[C:13]([CH3:28])[C:14]=1[NH:15][CH2:16][CH2:17][CH2:18][CH2:19][NH:20][C:21](=[O:27])[O:22][C:23]([CH3:26])([CH3:25])[CH3:24].[CH2:37]([O:39][CH2:40][C:41](Cl)=[O:42])[CH3:38]. Product: [CH2:37]([O:39][CH2:40][C:41]([NH:8][C:9]1[C:10]([O:30][C:31]2[CH:32]=[CH:33][CH:34]=[CH:35][CH:36]=2)=[N:11][C:12]([CH3:29])=[C:13]([CH3:28])[C:14]=1[NH:15][CH2:16][CH2:17][CH2:18][CH2:19][NH:20][C:21](=[O:27])[O:22][C:23]([CH3:26])([CH3:25])[CH3:24])=[O:42])[CH3:38]. The catalyst class is: 4. (4) Reactant: Br[C:2]1[CH:9]=[CH:8][C:7]([Cl:10])=[CH:6][C:3]=1[CH:4]=[O:5].[F:11][C:12]1[CH:17]=[CH:16][C:15]([O:18][CH3:19])=[CH:14][C:13]=1B(O)O.C([O-])([O-])=O.[K+].[K+].[NH4+].[Cl-]. Product: [Cl:10][C:7]1[CH:6]=[C:3]([CH:4]=[O:5])[C:2]([C:13]2[CH:14]=[C:15]([O:18][CH3:19])[CH:16]=[CH:17][C:12]=2[F:11])=[CH:9][CH:8]=1. The catalyst class is: 206. (5) Reactant: [Cl-].COC1N=C(OC)N=C([N+]2(C)CCOCC2)N=1.[CH3:19][N:20]1[CH2:25][CH2:24][NH:23][CH2:22][CH2:21]1.[C:26]([O:29][C@@H:30]([C@H:32]1[C:35](=[O:36])[NH:34][C@@H:33]1[C@@H:37]([CH3:41])[C:38]([OH:40])=O)[CH3:31])(=[O:28])[CH3:27]. Product: [C:26]([O:29][C@@H:30]([C@H:32]1[C:35](=[O:36])[NH:34][C@@H:33]1[C@@H:37]([CH3:41])[C:38]([N:23]1[CH2:24][CH2:25][N:20]([CH3:19])[CH2:21][CH2:22]1)=[O:40])[CH3:31])(=[O:28])[CH3:27]. The catalyst class is: 7.